Dataset: CYP2C9 inhibition data for predicting drug metabolism from PubChem BioAssay. Task: Regression/Classification. Given a drug SMILES string, predict its absorption, distribution, metabolism, or excretion properties. Task type varies by dataset: regression for continuous measurements (e.g., permeability, clearance, half-life) or binary classification for categorical outcomes (e.g., BBB penetration, CYP inhibition). Dataset: cyp2c9_veith. (1) The molecule is N#Cc1cccc(-c2nccc(NCc3cccs3)n2)c1. The result is 0 (non-inhibitor). (2) The compound is N=c1c2cn[nH]c2ncn1Nc1ccccc1F. The result is 0 (non-inhibitor). (3) The drug is Cn1c(=O)[nH]c(=O)c2c1nc(CN1CCOCC1)n2Cc1ccccc1. The result is 0 (non-inhibitor). (4) The molecule is CC(C)(C)c1ccc(C(=O)Nc2ccc(NC(=O)c3ccco3)cc2)cc1. The result is 1 (inhibitor). (5) The compound is CCC(C)NS(=O)(=O)c1ccc(NC(=O)CCC2CCCCC2)cc1. The result is 0 (non-inhibitor). (6) The molecule is CNc1cc(-c2c(C)noc2C)ncn1. The result is 0 (non-inhibitor). (7) The compound is CC1(C)Cc2c(C#N)c(SCc3ccccc3)nc(N3CCOCC3)c2CO1. The result is 1 (inhibitor). (8) The drug is Cc1cc(C)n(CC(=O)N/N=C/c2ccco2)n1. The result is 0 (non-inhibitor).